Dataset: Catalyst prediction with 721,799 reactions and 888 catalyst types from USPTO. Task: Predict which catalyst facilitates the given reaction. (1) The catalyst class is: 2. Product: [F:1][C:2]1[CH:7]=[CH:6][C:5]([N:8]2[CH2:13][CH2:12][N:11]([S:14]([C:17]3[C:26]4[C:21](=[CH:22][CH:23]=[CH:24][CH:25]=4)[C:20]([N:27]4[CH2:28][CH2:29][NH:30][CH2:31][CH2:32]4)=[CH:19][CH:18]=3)(=[O:15])=[O:16])[C@H:10]([CH3:40])[CH2:9]2)=[C:4]([C:41]([F:44])([F:42])[F:43])[CH:3]=1. Reactant: [F:1][C:2]1[CH:7]=[CH:6][C:5]([N:8]2[CH2:13][CH2:12][N:11]([S:14]([C:17]3[C:26]4[C:21](=[CH:22][CH:23]=[CH:24][CH:25]=4)[C:20]([N:27]4[CH2:32][CH2:31][N:30](C(OC(C)(C)C)=O)[CH2:29][CH2:28]4)=[CH:19][CH:18]=3)(=[O:16])=[O:15])[C@H:10]([CH3:40])[CH2:9]2)=[C:4]([C:41]([F:44])([F:43])[F:42])[CH:3]=1.C(O)(C(F)(F)F)=O. (2) Reactant: [H-].[Na+].[NH:3]1[CH:7]=[C:6]([CH2:8][CH2:9][NH2:10])[N:5]=[CH:4]1.[Cl:11][C:12]1[CH:13]=[C:14]([NH:19][C:20]2[N:25]=[C:24](S(C)(=O)=O)[C:23]([C:30]3[CH:31]=[N:32][CH:33]=[N:34][CH:35]=3)=[CH:22][N:21]=2)[CH:15]=[CH:16][C:17]=1[F:18].O. Product: [Cl:11][C:12]1[CH:13]=[C:14]([NH:19][C:20]2[N:25]=[C:24]([NH:10][CH2:9][CH2:8][C:6]3[N:5]=[CH:4][NH:3][CH:7]=3)[C:23]([C:30]3[CH:31]=[N:32][CH:33]=[N:34][CH:35]=3)=[CH:22][N:21]=2)[CH:15]=[CH:16][C:17]=1[F:18]. The catalyst class is: 3. (3) Reactant: [NH2:1][C:2]1[CH:3]=[C:4]([CH:28]=[CH:29][C:30]=1[N:31]1[CH:35]=[N:34][CH:33]=[N:32]1)[C:5]([NH:7][C:8]1[C:13]([CH2:14][CH3:15])=[CH:12][C:11]([C:16]([F:25])([C:21]([F:24])([F:23])[F:22])[C:17]([F:20])([F:19])[F:18])=[CH:10][C:9]=1[CH2:26][CH3:27])=[O:6].C(N(CC)CC)C.[F:43][C:44]1[CH:52]=[CH:51][C:47]([C:48](Cl)=[O:49])=[CH:46][CH:45]=1. Product: [F:43][C:44]1[CH:52]=[CH:51][C:47]([C:48]([NH:1][C:2]2[CH:3]=[C:4]([CH:28]=[CH:29][C:30]=2[N:31]2[CH:35]=[N:34][CH:33]=[N:32]2)[C:5]([NH:7][C:8]2[C:13]([CH2:14][CH3:15])=[CH:12][C:11]([C:16]([F:25])([C:17]([F:19])([F:20])[F:18])[C:21]([F:22])([F:23])[F:24])=[CH:10][C:9]=2[CH2:26][CH3:27])=[O:6])=[O:49])=[CH:46][CH:45]=1. The catalyst class is: 4. (4) Reactant: [C:1](/[N:3]=[C:4](\[S:14][CH3:15])/[NH:5][C:6]1[CH:11]=[C:10]([Cl:12])[CH:9]=[C:8]([Cl:13])[CH:7]=1)#[N:2].[H-].[Na+].[CH3:18]I. Product: [C:1](/[N:3]=[C:4](\[S:14][CH3:15])/[N:5]([C:6]1[CH:7]=[C:8]([Cl:13])[CH:9]=[C:10]([Cl:12])[CH:11]=1)[CH3:18])#[N:2]. The catalyst class is: 31. (5) Reactant: [C:1]([O:5][C:6](=[O:13])[NH:7][C:8]([CH3:12])([CH3:11])[CH2:9][OH:10])([CH3:4])([CH3:3])[CH3:2].C(N(CC)CC)C.O. Product: [C:1]([O:5][C:6](=[O:13])[NH:7][C:8]([CH3:12])([CH3:11])[CH:9]=[O:10])([CH3:4])([CH3:2])[CH3:3]. The catalyst class is: 16. (6) Reactant: [CH2:1](Br)[C:2]1[CH:7]=[CH:6][CH:5]=[CH:4][CH:3]=1.[Cl:9][C:10]1[CH:15]=[CH:14][C:13]([OH:16])=[CH:12][C:11]=1[N+:17]([O-:19])=[O:18].C([O-])([O-])=O.[Na+].[Na+].O. Product: [CH2:1]([O:16][C:13]1[CH:14]=[CH:15][C:10]([Cl:9])=[C:11]([N+:17]([O-:19])=[O:18])[CH:12]=1)[C:2]1[CH:7]=[CH:6][CH:5]=[CH:4][CH:3]=1. The catalyst class is: 3. (7) Reactant: C(OC([N:8]1[CH2:13][CH2:12][O:11][C:10]2[CH:14]=[CH:15][C:16]([CH2:18][C:19](OC(C)(C)C)=[O:20])=[N:17][C:9]1=2)=O)(C)(C)C.[BH4-].[Li+]. Product: [O:11]1[CH2:12][CH2:13][NH:8][C:9]2[N:17]=[C:16]([CH2:18][CH2:19][OH:20])[CH:15]=[CH:14][C:10]1=2. The catalyst class is: 1. (8) Reactant: Br[C:2]1[CH:7]=[CH:6][CH:5]=[C:4]([Br:8])[CH:3]=1.[CH:9]12[O:16][CH:13]([CH2:14][CH2:15]1)[CH2:12][NH:11][CH2:10]2.C1C=CC(P(C2C(C3C(P(C4C=CC=CC=4)C4C=CC=CC=4)=CC=C4C=3C=CC=C4)=C3C(C=CC=C3)=CC=2)C2C=CC=CC=2)=CC=1.CC([O-])(C)C.[Na+]. Product: [Br:8][C:4]1[CH:3]=[C:2]([N:11]2[CH2:10][CH:9]3[O:16][CH:13]([CH2:14][CH2:15]3)[CH2:12]2)[CH:7]=[CH:6][CH:5]=1. The catalyst class is: 835.